From a dataset of Peptide-MHC class I binding affinity with 185,985 pairs from IEDB/IMGT. Regression. Given a peptide amino acid sequence and an MHC pseudo amino acid sequence, predict their binding affinity value. This is MHC class I binding data. The peptide sequence is EARIVDKFGK. The MHC is HLA-A31:01 with pseudo-sequence HLA-A31:01. The binding affinity (normalized) is 0.404.